From a dataset of Catalyst prediction with 721,799 reactions and 888 catalyst types from USPTO. Predict which catalyst facilitates the given reaction. (1) Reactant: C(OC([N:8]1[C@@H:12]([CH2:13][CH2:14][C:15]2[CH:20]=[CH:19][C:18]([NH:21][C:22]3[CH:27]=[CH:26][C:25]([C:28]([F:31])([F:30])[F:29])=[CH:24][N:23]=3)=[CH:17][CH:16]=2)[CH2:11][O:10]C1(C)C)=O)(C)(C)C.O.FC(F)(F)C(O)=O. Product: [NH2:8][C@@H:12]([CH2:13][CH2:14][C:15]1[CH:16]=[CH:17][C:18]([NH:21][C:22]2[CH:27]=[CH:26][C:25]([C:28]([F:31])([F:29])[F:30])=[CH:24][N:23]=2)=[CH:19][CH:20]=1)[CH2:11][OH:10]. The catalyst class is: 115. (2) Product: [C:46]1([CH:39]([C:40]2[CH:41]=[CH:42][CH:43]=[CH:44][CH:45]=2)[CH2:38][NH:37][C:16]2[N:15]=[C:14]([N:11]3[CH2:12][CH2:13][C@@H:9]([NH:8][C:59]([NH:60][CH2:61][C:62]4[CH:67]=[CH:66][N:65]=[CH:64][CH:63]=4)=[O:58])[CH2:10]3)[N:22]=[C:21]3[C:17]=2[N:18]=[CH:19][N:20]3[C@H:23]2[C@H:27]([OH:28])[C@H:26]([OH:29])[C@@H:25]([C:30]3[O:34][N:33]=[C:32]([CH2:35][CH3:36])[CH:31]=3)[O:24]2)[CH:47]=[CH:48][CH:49]=[CH:50][CH:51]=1. Reactant: FC(F)(F)C(O)=O.[NH2:8][C@@H:9]1[CH2:13][CH2:12][N:11]([C:14]2[N:22]=[C:21]3[C:17]([N:18]=[CH:19][N:20]3[C@H:23]3[C@H:27]([OH:28])[C@H:26]([OH:29])[C@@H:25]([C:30]4[O:34][N:33]=[C:32]([CH2:35][CH3:36])[CH:31]=4)[O:24]3)=[C:16]([NH:37][CH2:38][CH:39]([C:46]3[CH:51]=[CH:50][CH:49]=[CH:48][CH:47]=3)[C:40]3[CH:45]=[CH:44][CH:43]=[CH:42][CH:41]=3)[N:15]=2)[CH2:10]1.C1([O:58][C:59](=O)[NH:60][CH2:61][C:62]2[CH:67]=[CH:66][N:65]=[CH:64][CH:63]=2)C=CC=CC=1. The catalyst class is: 37.